The task is: Predict the product of the given reaction.. This data is from Forward reaction prediction with 1.9M reactions from USPTO patents (1976-2016). (1) Given the reactants [CH3:1][C:2]1[CH:3]=[CH:4][C:5]([C:8]([OH:10])=[O:9])=[CH:6][CH:7]=1.S(Cl)(Cl)=O.[C:15]([O-])(O)=O.[Na+], predict the reaction product. The product is: [CH3:15][O:9][C:8]([C:5]1[CH:6]=[CH:7][C:2]([CH3:1])=[CH:3][CH:4]=1)=[O:10]. (2) Given the reactants CCN(C(C)C)C(C)C.[Cl:10][C:11]1[CH:16]=[C:15]([Cl:17])[CH:14]=[CH:13][C:12]=1[S:18](Cl)(=[O:20])=[O:19].[CH2:22]([O:29][C:30](=[O:61])[NH:31][CH:32]([C:35](=[O:60])[NH:36][CH:37]([C:46](=[O:59])[N:47]([CH2:51][CH:52]([O:56][CH2:57][CH3:58])[O:53][CH2:54][CH3:55])[CH:48]([CH3:50])[CH3:49])[CH2:38][C:39]1[CH:44]=[CH:43][C:42]([Cl:45])=[CH:41][CH:40]=1)[CH2:33][NH2:34])[C:23]1[CH:28]=[CH:27][CH:26]=[CH:25][CH:24]=1, predict the reaction product. The product is: [CH2:22]([O:29][C:30](=[O:61])[NH:31][CH:32]([C:35](=[O:60])[NH:36][CH:37]([C:46](=[O:59])[N:47]([CH2:51][CH:52]([O:53][CH2:54][CH3:55])[O:56][CH2:57][CH3:58])[CH:48]([CH3:50])[CH3:49])[CH2:38][C:39]1[CH:40]=[CH:41][C:42]([Cl:45])=[CH:43][CH:44]=1)[CH2:33][NH:34][S:18]([C:12]1[CH:13]=[CH:14][C:15]([Cl:17])=[CH:16][C:11]=1[Cl:10])(=[O:20])=[O:19])[C:23]1[CH:24]=[CH:25][CH:26]=[CH:27][CH:28]=1. (3) Given the reactants [CH2:1]([N:8]1[CH2:19][CH:18]2[CH2:20][CH:10]([CH2:11][C:12]3[CH:13]=[C:14]([O:21][CH3:22])[CH:15]=[CH:16][C:17]=32)[CH2:9]1)[C:2]1[CH:7]=[CH:6][CH:5]=[CH:4][CH:3]=1.[Br:23]Br, predict the reaction product. The product is: [CH2:1]([N:8]1[CH2:19][CH:18]2[CH2:20][CH:10]([CH2:11][C:12]3[C:13]([Br:23])=[C:14]([O:21][CH3:22])[CH:15]=[CH:16][C:17]=32)[CH2:9]1)[C:2]1[CH:3]=[CH:4][CH:5]=[CH:6][CH:7]=1. (4) The product is: [NH4+:6].[OH-:3].[O:17]([CH2:18][CH2:19][NH2:6])[C:16]1[CH:13]=[CH:12][CH:11]=[CH:10][CH:15]=1. Given the reactants [H-].[Na+].[OH:3]CC[NH2:6].ClC1[CH:13]=[CH:12][CH:11]=[CH:10]N=1.O1[CH2:19][CH2:18][O:17][CH2:16][CH2:15]1, predict the reaction product. (5) The product is: [F:26][C:25]([F:28])([F:27])[C:24]1[C:21]2[CH2:22][CH2:23][NH:18][C:19](=[O:31])[C:20]=2[NH:10][N:9]=1. Given the reactants ClC1C=C([NH:9][NH2:10])C=CC=1F.IC1C=CC([N:18]2[CH2:23][CH2:22][CH:21]([C:24](=O)[C:25]([F:28])([F:27])[F:26])[C:20](=O)[C:19]2=[O:31])=CC=1.C(O)C.Cl, predict the reaction product. (6) Given the reactants [CH2:1]([O:3][C:4](=[O:19])[CH:5]([N:7]1[C:12]2[CH:13]=[CH:14][C:15]([CH3:17])=[CH:16][C:11]=2[O:10][CH2:9][C:8]1=[O:18])[CH3:6])[CH3:2].[Br:20]N1C(=O)CCC1=O, predict the reaction product. The product is: [CH2:1]([O:3][C:4](=[O:19])[CH:5]([N:7]1[C:12]2[CH:13]=[C:14]([Br:20])[C:15]([CH3:17])=[CH:16][C:11]=2[O:10][CH2:9][C:8]1=[O:18])[CH3:6])[CH3:2]. (7) Given the reactants [CH3:1][O:2][N:3]1[CH:20]=[C:6]2[CH:7]=[N:8][C:9]3[C:14](=O)[C:13]([CH3:16])=[CH:12][N:11]([CH2:17][CH2:18][CH3:19])[C:10]=3[N:5]2[CH2:4]1.O=P(Cl)(Cl)[Cl:23], predict the reaction product. The product is: [Cl:23][C:14]1[C:9]2[N:8]=[CH:7][C:6]3[N:5]([CH2:4][N:3]([O:2][CH3:1])[CH:20]=3)[C:10]=2[N:11]([CH2:17][CH2:18][CH3:19])[CH2:12][C:13]=1[CH3:16].